This data is from Reaction yield outcomes from USPTO patents with 853,638 reactions. The task is: Predict the reaction yield, written as a fraction of the theoretical maximum amount of product (1.0 means a 100% yield; for example, 0.34 means a 34% yield). The reactants are [C:1]([O:5][C:6]([C:8]1([C:13]([O:15]C(C)(C)C)=[O:14])[CH2:10][CH:9]1[CH2:11][CH3:12])=[O:7])([CH3:4])([CH3:3])[CH3:2].CC(C)([O-])C.[K+]. The catalyst is CCOCC.O. The product is [C:1]([O:5][C:6]([C:8]1([C:13]([OH:15])=[O:14])[CH2:10][CH:9]1[CH2:11][CH3:12])=[O:7])([CH3:2])([CH3:3])[CH3:4]. The yield is 0.690.